From a dataset of Full USPTO retrosynthesis dataset with 1.9M reactions from patents (1976-2016). Predict the reactants needed to synthesize the given product. (1) Given the product [CH3:17][C:13]1([CH3:18])[CH:12]=[C:11]([CH3:19])[C:10]2[CH:9]=[C:8]3[N:20]=[C:5]([C:1]#[N:2])[S:6][C:7]3=[CH:16][C:15]=2[NH:14]1, predict the reactants needed to synthesize it. The reactants are: [C-:1]#[N:2].[K+].Cl[C:5]1[S:6][C:7]2[C:8]([N:20]=1)=[CH:9][C:10]1[C:11]([CH3:19])=[CH:12][C:13]([CH3:18])([CH3:17])[NH:14][C:15]=1[CH:16]=2.O. (2) Given the product [N+:39]([C:36]1[CH:35]=[C:31]2[C:30]([CH2:29][C:18]3([C:32]2=[O:33])[C:19]2[C:20](=[N:21][CH:22]=[CH:23][CH:24]=2)[N:16]([CH2:15][O:14][CH2:13][CH2:12][Si:11]([CH3:27])([CH3:26])[CH3:10])[C:17]3=[O:25])=[CH:38][CH:37]=1)([O-:41])=[O:40], predict the reactants needed to synthesize it. The reactants are: C(N(CC)C(C)C)(C)C.[CH3:10][Si:11]([CH3:27])([CH3:26])[CH2:12][CH2:13][O:14][CH2:15][N:16]1[C:20]2=[N:21][CH:22]=[CH:23][CH:24]=[C:19]2[CH2:18][C:17]1=[O:25].Br[CH2:29][C:30]1[CH:38]=[CH:37][C:36]([N+:39]([O-:41])=[O:40])=[CH:35][C:31]=1[C:32](Cl)=[O:33]. (3) Given the product [CH3:37][C:35]1[CH:34]=[N:33][N:32]([C:31]2[CH:30]=[CH:29][N:28]=[CH:27][C:26]=2[N:4]2[CH2:3][CH2:2][N:1]([C:7]([O:9][CH2:10][CH2:13][CH2:14][CH3:15])=[O:8])[CH2:6][CH2:5]2)[CH:36]=1, predict the reactants needed to synthesize it. The reactants are: [N:1]1([C:7]([O:9][C:10]([CH3:13])(C)C)=[O:8])[CH2:6][CH2:5][NH:4][CH2:3][CH2:2]1.[CH3:14][CH2:15]CCCC.C([Li])CCC.F[C:26]1[CH:27]=[N:28][CH:29]=[CH:30][C:31]=1[N:32]1[CH:36]=[C:35]([CH3:37])[CH:34]=[N:33]1.[Cl-].[NH4+]. (4) The reactants are: [NH2:1][C:2]1[CH:3]=[C:4]([S:8][C:9]2[CH:10]=[CH:11][C:12]3[N:13]([CH:15]=[C:16]([NH:18][C:19]([CH:21]4[CH2:23][CH2:22]4)=[O:20])[N:17]=3)[N:14]=2)[CH:5]=[CH:6][CH:7]=1.[CH3:24][N:25]1[C:29]([C:30](Cl)=[O:31])=[CH:28][C:27]([CH3:33])=[N:26]1. Given the product [CH:21]1([C:19]([NH:18][C:16]2[N:17]=[C:12]3[CH:11]=[CH:10][C:9]([S:8][C:4]4[CH:3]=[C:2]([NH:1][C:30]([C:29]5[N:25]([CH3:24])[N:26]=[C:27]([CH3:33])[CH:28]=5)=[O:31])[CH:7]=[CH:6][CH:5]=4)=[N:14][N:13]3[CH:15]=2)=[O:20])[CH2:22][CH2:23]1, predict the reactants needed to synthesize it. (5) Given the product [CH2:1]([CH:8]1[CH2:26][C:11]2[NH:12][C:13]([C:15]([O:17][CH3:18])=[O:16])=[CH:14][C:10]=2[CH2:9]1)[C:2]1[CH:3]=[CH:4][CH:5]=[CH:6][CH:7]=1, predict the reactants needed to synthesize it. The reactants are: [CH2:1]([CH:8]1[CH2:26][C:11]2[N:12](C(OC(C)(C)C)=O)[C:13]([C:15]([O:17][CH3:18])=[O:16])=[CH:14][C:10]=2[C:9]1=O)[C:2]1[CH:7]=[CH:6][CH:5]=[CH:4][CH:3]=1.C(C1CC2NC(C(OC)=O)=CC=2C1=O)C1C=CC=CC=1.N1C=CC=C1. (6) The reactants are: [N:1]1([CH2:6][C:7]2[N:12]=[C:11]([C:13]([O:15]C)=[O:14])[CH:10]=[CH:9][CH:8]=2)[CH2:5][CH2:4][CH2:3][CH2:2]1.[OH-].[Na+].Cl. Given the product [N:1]1([CH2:6][C:7]2[N:12]=[C:11]([C:13]([OH:15])=[O:14])[CH:10]=[CH:9][CH:8]=2)[CH2:5][CH2:4][CH2:3][CH2:2]1, predict the reactants needed to synthesize it. (7) Given the product [CH3:1][N:2]1[CH2:3][C@H:4]2[N:10]([C:11]([O:13][C:14]([CH3:15])([CH3:17])[CH3:16])=[O:12])[C@H:8]([CH2:7][C:6]([O:18][S:21]([C:20]([F:40])([F:39])[F:19])(=[O:23])=[O:22])=[CH:5]2)[CH2:9]1, predict the reactants needed to synthesize it. The reactants are: [CH3:1][N:2]1[CH2:9][C@H:8]2[N:10]([C:11]([O:13][C:14]([CH3:17])([CH3:16])[CH3:15])=[O:12])[C@H:4]([CH2:5][C:6](=[O:18])[CH2:7]2)[CH2:3]1.[F:19][C:20]([F:40])([F:39])[S:21](N(C1C=CC(Cl)=CN=1)[S:21]([C:20]([F:40])([F:39])[F:19])(=[O:23])=[O:22])(=[O:23])=[O:22]. (8) Given the product [N+:23]([C:20]1[CH:21]=[CH:22][C:17]([C:12]2[CH:11]=[C:10]3[C:15]([CH2:16][N:8]([C:3]4([C:4]([O:6][CH3:7])=[O:5])[CH2:2][CH2:1]4)[C:9]3=[O:26])=[CH:14][CH:13]=2)=[CH:18][CH:19]=1)([O-:25])=[O:24], predict the reactants needed to synthesize it. The reactants are: [CH3:1][CH:2](C)[C@H:3]([N:8]1[CH2:16][C:15]2[C:10](=[CH:11][C:12]([C:17]3[CH:22]=[CH:21][C:20]([N+:23]([O-:25])=[O:24])=[CH:19][CH:18]=3)=[CH:13][CH:14]=2)[C:9]1=[O:26])[C:4]([O:6][CH3:7])=[O:5].BrCC1C=CC(C2C=CC([N+]([O-])=O)=CC=2)=CC=1C(OC)=O.Cl.NC1(C(OC)=O)CC1.